From a dataset of Catalyst prediction with 721,799 reactions and 888 catalyst types from USPTO. Predict which catalyst facilitates the given reaction. (1) Reactant: C1CCN2C(=NCCC2)CC1.[F:12][C:13]1[C:21]2[N:20]=[C:19](S(C)(=O)=O)[N:18]([CH2:26][O:27][CH2:28][CH2:29][Si:30]([CH3:33])([CH3:32])[CH3:31])[C:17]=2[CH:16]=[C:15]([F:34])[C:14]=1[I:35].[C:36]([Si:40]1([C:50]([CH3:53])([CH3:52])[CH3:51])[O:45][C@H:44]2[C@H:46]([OH:49])[CH2:47][O:48][C@@H:43]2[CH2:42][O:41]1)([CH3:39])([CH3:38])[CH3:37]. Product: [C:50]([Si:40]1([C:36]([CH3:39])([CH3:38])[CH3:37])[O:45][C@H:44]2[C@H:46]([O:49][C:19]3[N:18]([CH2:26][O:27][CH2:28][CH2:29][Si:30]([CH3:33])([CH3:32])[CH3:31])[C:17]4[CH:16]=[C:15]([F:34])[C:14]([I:35])=[C:13]([F:12])[C:21]=4[N:20]=3)[CH2:47][O:48][C@@H:43]2[CH2:42][O:41]1)([CH3:53])([CH3:52])[CH3:51]. The catalyst class is: 39. (2) Reactant: [CH3:1][C:2]1([CH3:16])[C:10]2[C:5](=[CH:6][C:7]([C:11](OC)=[O:12])=[CH:8][CH:9]=2)[NH:4][C:3]1=[O:15].O.[NH2:18][NH2:19]. Product: [CH3:1][C:2]1([CH3:16])[C:10]2[C:5](=[CH:6][C:7]([C:11]([NH:18][NH2:19])=[O:12])=[CH:8][CH:9]=2)[NH:4][C:3]1=[O:15]. The catalyst class is: 5. (3) Reactant: [CH2:1]([O:3][C:4]1[C:13]([CH2:14][CH3:15])=[CH:12][CH:11]=[C:10]([NH:16][S:17]([C:20]2[CH:25]=[CH:24][CH:23]=[CH:22][C:21]=2[F:26])(=[O:19])=[O:18])[C:5]=1[C:6]([O:8]C)=[O:7])[CH3:2].O.[OH-].[Li+].Cl. Product: [CH2:1]([O:3][C:4]1[C:13]([CH2:14][CH3:15])=[CH:12][CH:11]=[C:10]([NH:16][S:17]([C:20]2[CH:25]=[CH:24][CH:23]=[CH:22][C:21]=2[F:26])(=[O:18])=[O:19])[C:5]=1[C:6]([OH:8])=[O:7])[CH3:2]. The catalyst class is: 38. (4) Reactant: [CH3:1][N:2]([CH3:16])[CH2:3][CH2:4][NH:5][CH2:6][C:7]1[CH:12]=[CH:11][CH:10]=[C:9]([N+:13]([O-:15])=[O:14])[CH:8]=1.[C:17](O[C:17]([C:19]([F:22])([F:21])[F:20])=[O:18])([C:19]([F:22])([F:21])[F:20])=[O:18]. Product: [CH3:1][N:2]([CH3:16])[CH2:3][CH2:4][N:5]([CH2:6][C:7]1[CH:12]=[CH:11][CH:10]=[C:9]([N+:13]([O-:15])=[O:14])[CH:8]=1)[C:17](=[O:18])[C:19]([F:22])([F:21])[F:20]. The catalyst class is: 2. (5) Reactant: [ClH:1].CCOCC.[CH2:7]([O:14][C:15]([N:17]1[CH2:22][CH2:21][N:20]([C:23]2[C:32]3[C:27](=[CH:28][C:29]([CH3:33])=[CH:30][CH:31]=3)[N:26]=[C:25]([C:34]3[CH:39]=[CH:38][CH:37]=[CH:36][C:35]=3[OH:40])[N:24]=2)[CH:19]([CH2:41][OH:42])[CH2:18]1)=[O:16])[C:8]1[CH:13]=[CH:12][CH:11]=[CH:10][CH:9]=1. Product: [ClH:1].[OH:42][CH2:41][CH:19]1[N:20]([C:23]2[C:32]3[C:27](=[CH:28][C:29]([CH3:33])=[CH:30][CH:31]=3)[N:26]=[C:25]([C:34]3[CH:39]=[CH:38][CH:37]=[CH:36][C:35]=3[OH:40])[N:24]=2)[CH2:21][CH2:22][N:17]([C:15]([O:14][CH2:7][C:8]2[CH:9]=[CH:10][CH:11]=[CH:12][CH:13]=2)=[O:16])[CH2:18]1. The catalyst class is: 2. (6) Product: [CH2:9]([C:6]1[CH:7]=[CH:8][C:3]([CH:28]([C:24]2[CH:23]=[C:22]3[C:27](=[CH:26][CH:25]=2)[N:18]=[CH:19][CH:20]=[CH:21]3)[OH:29])=[CH:4][C:5]=1[CH3:13])[CH2:10][CH2:11][CH3:12]. Reactant: [Mg].Br[C:3]1[CH:8]=[CH:7][C:6]([CH2:9][CH2:10][CH2:11][CH3:12])=[C:5]([CH3:13])[CH:4]=1.BrCCBr.[N:18]1[C:27]2[C:22](=[CH:23][C:24]([CH:28]=[O:29])=[CH:25][CH:26]=2)[CH:21]=[CH:20][CH:19]=1.[Cl-].[NH4+]. The catalyst class is: 7.